Dataset: Full USPTO retrosynthesis dataset with 1.9M reactions from patents (1976-2016). Task: Predict the reactants needed to synthesize the given product. (1) Given the product [Cl:14][C:12]1[C:13]2[N:8]([C:7]([CH:15]3[CH2:16][CH2:17][O:18][CH2:19][CH2:20]3)=[CH:6][C:5]=2[C:3]([NH:22][CH2:23][C:24]2([OH:32])[CH2:25][CH2:26][C:27]([F:31])([F:30])[CH2:28][CH2:29]2)=[O:4])[CH:9]=[CH:10][CH:11]=1, predict the reactants needed to synthesize it. The reactants are: CO[C:3]([C:5]1[CH:6]=[C:7]([CH:15]2[CH2:20][CH2:19][O:18][CH2:17][CH2:16]2)[N:8]2[C:13]=1[C:12]([Cl:14])=[CH:11][CH:10]=[CH:9]2)=[O:4].Cl.[NH2:22][CH2:23][C:24]1([OH:32])[CH2:29][CH2:28][C:27]([F:31])([F:30])[CH2:26][CH2:25]1.C(N(C(C)C)C(C)C)C.N12CCN(CC1)CC2.C[Al](C)C. (2) Given the product [CH3:1][O:2][C:3]1[C:4]([CH3:37])=[C:5]([C@@H:9]2[C:15]3[CH:16]=[C:17]([C:20]([F:21])([F:22])[F:23])[CH:18]=[CH:19][C:14]=3[N:13]3[C:24]([C:27]([F:30])([F:29])[F:28])=[N:25][N:26]=[C:12]3[C@@H:11]([CH2:31][C:32]([O:34][CH2:35][CH3:36])=[O:33])[O:10]2)[CH:6]=[CH:7][CH:8]=1.[CH3:1][O:2][C:3]1[C:4]([CH3:37])=[C:5]([C@H:9]2[C:15]3[CH:16]=[C:17]([C:20]([F:21])([F:22])[F:23])[CH:18]=[CH:19][C:14]=3[N:13]3[C:24]([C:27]([F:30])([F:29])[F:28])=[N:25][N:26]=[C:12]3[C@H:11]([CH2:31][C:32]([O:34][CH2:35][CH3:36])=[O:33])[O:10]2)[CH:6]=[CH:7][CH:8]=1, predict the reactants needed to synthesize it. The reactants are: [CH3:1][O:2][C:3]1[C:4]([CH3:37])=[C:5]([C@@H:9]2[C:15]3[CH:16]=[C:17]([C:20]([F:23])([F:22])[F:21])[CH:18]=[CH:19][C:14]=3[N:13]3[C:24]([C:27]([F:30])([F:29])[F:28])=[N:25][N:26]=[C:12]3[C@@H:11]([CH2:31][C:32]([O:34][CH2:35][CH3:36])=[O:33])[O:10]2)[CH:6]=[CH:7][CH:8]=1.CCCCCC. (3) Given the product [CH:1]([O:4][C:5]1[CH:14]=[C:13]([C:15]([F:17])([F:16])[F:18])[C:12]2[C:11]3[O:19][C@H:20]4[CH2:25][CH2:24][CH2:23][C@H:21]4[N:22]([CH2:13][C:15]([F:18])([F:17])[F:16])[C:10]=3[CH:9]=[CH:8][C:7]=2[N:6]=1)([CH3:3])[CH3:2], predict the reactants needed to synthesize it. The reactants are: [CH:1]([O:4][C:5]1[CH:14]=[C:13]([C:15]([F:18])([F:17])[F:16])[C:12]2[C:11]3[O:19][C@H:20]4[CH2:25][CH2:24][CH2:23][C@H:21]4[NH:22][C:10]=3[CH:9]=[CH:8][C:7]=2[N:6]=1)([CH3:3])[CH3:2].[BH4-].[Na+]. (4) Given the product [CH2:22]([N:17]1[CH2:18][CH:19]2[N:14]([CH2:13][C@H:2]([NH:1][C:41](=[O:42])[O:40][CH3:39])[CH2:3][O:4][C:5]3[CH:12]=[CH:11][C:8]([C:9]#[N:10])=[CH:7][CH:6]=3)[CH:15]([CH2:21][CH2:20]2)[CH2:16]1)[C:23]1[CH:24]=[CH:25][CH:26]=[CH:27][CH:28]=1, predict the reactants needed to synthesize it. The reactants are: [NH2:1][C@@H:2]([CH2:13][N:14]1[CH:19]2[CH2:20][CH2:21][CH:15]1[CH2:16][N:17]([CH2:22][C:23]1[CH:28]=[CH:27][CH:26]=[CH:25][CH:24]=1)[CH2:18]2)[CH2:3][O:4][C:5]1[CH:12]=[CH:11][C:8]([C:9]#[N:10])=[CH:7][CH:6]=1.C(Cl)Cl.C(N(CC)CC)C.[CH3:39][O:40][C:41](Cl)=[O:42]. (5) Given the product [CH3:28][N:29](/[CH:31]=[C:12]1\[CH:8]2[CH2:7][C:6]3[CH2:5][CH2:4][CH2:3][C:2]([CH3:22])([CH3:1])[C:21]=3[CH:9]2[N:10]([C:14]([O:16][C:17]([CH3:20])([CH3:19])[CH3:18])=[O:15])[C:11]\1=[O:13])[CH3:30], predict the reactants needed to synthesize it. The reactants are: [CH3:1][C:2]1([CH3:22])[C:21]2[CH:9]3[N:10]([C:14]([O:16][C:17]([CH3:20])([CH3:19])[CH3:18])=[O:15])[C:11](=[O:13])[CH2:12][CH:8]3[CH2:7][C:6]=2[CH2:5][CH2:4][CH2:3]1.CC(O[CH:28](N(C)C)[N:29]([CH3:31])[CH3:30])(C)C.O. (6) Given the product [OH:40][CH:37]([CH2:38][CH3:39])[CH2:36][O:35][C@H:32]1[CH2:33][CH2:34][C@H:29]([N:3]2[C:2](=[O:1])[C:7]([CH2:8][C:9]3[CH:14]=[CH:13][C:12]([C:15]4[C:16]([C:21]#[N:22])=[CH:17][CH:18]=[CH:19][CH:20]=4)=[CH:11][CH:10]=3)=[C:6]([CH2:23][CH2:24][CH3:25])[N:5]3[N:26]=[CH:27][N:28]=[C:4]23)[CH2:30][CH2:31]1, predict the reactants needed to synthesize it. The reactants are: [O:1]=[C:2]1[C:7]([CH2:8][C:9]2[CH:14]=[CH:13][C:12]([C:15]3[C:16]([C:21]#[N:22])=[CH:17][CH:18]=[CH:19][CH:20]=3)=[CH:11][CH:10]=2)=[C:6]([CH2:23][CH2:24][CH3:25])[N:5]2[N:26]=[CH:27][N:28]=[C:4]2[N:3]1[C@H:29]1[CH2:34][CH2:33][C@H:32]([O:35][CH2:36][C:37](=[O:40])[CH2:38][CH3:39])[CH2:31][CH2:30]1.[BH4-].[Na+].[Cl-].[NH4+]. (7) Given the product [CH3:12][O:11][C:7]1[CH:6]=[C:5](/[CH:13]=[CH:14]/[C:15]2[CH:16]=[CH:17][CH:18]=[CH:19][CH:20]=2)[CH:4]=[C:3]([O:2][CH3:1])[C:8]=1[CH2:9][CH3:10].[CH3:31][O:30][C:27]1[CH:26]=[C:25](/[CH:32]=[CH:33]/[C:34]2[CH:39]=[CH:38][CH:37]=[CH:36][CH:35]=2)[CH:24]=[C:23]([O:22][CH3:21])[CH:28]=1, predict the reactants needed to synthesize it. The reactants are: [CH3:1][O:2][C:3]1[CH:4]=[C:5](/[CH:13]=[CH:14]/[C:15]2[CH:20]=[CH:19][CH:18]=[CH:17][CH:16]=2)[CH:6]=[C:7]([O:11][CH3:12])[C:8]=1[CH2:9][CH3:10].[CH3:21][O:22][C:23]1[CH:24]=[C:25](/[CH:32]=[CH:33]/[C:34]2[CH:39]=[CH:38][CH:37]=[CH:36][CH:35]=2)[CH:26]=[C:27]([O:30][CH3:31])[C:28]=1Br.C(I)C. (8) Given the product [ClH:25].[CH3:1][N:2]([CH:10]1[CH2:15][CH2:14][N:13]([CH3:16])[CH2:12][CH2:11]1)[C:3]1[N:4]=[C:5]([NH:9][C:23]([CH:17]2[CH2:22][CH2:21][CH2:20][CH2:19][CH2:18]2)=[O:24])[CH:6]=[CH:7][CH:8]=1, predict the reactants needed to synthesize it. The reactants are: [CH3:1][N:2]([CH:10]1[CH2:15][CH2:14][N:13]([CH3:16])[CH2:12][CH2:11]1)[C:3]1[CH:8]=[CH:7][CH:6]=[C:5]([NH2:9])[N:4]=1.[CH:17]1([C:23]([Cl:25])=[O:24])[CH2:22][CH2:21][CH2:20][CH2:19][CH2:18]1.